This data is from Full USPTO retrosynthesis dataset with 1.9M reactions from patents (1976-2016). The task is: Predict the reactants needed to synthesize the given product. (1) Given the product [Cl:1][C:2]1[C:3]([C:28]2[C:36]3[C:31](=[CH:32][CH:33]=[CH:34][CH:35]=3)[NH:30][CH:29]=2)=[N:4][C:5]([NH:8][C:9]2[CH:10]=[C:11]([NH:15][C:16](=[O:27])[CH2:17][CH2:18][NH:19][C:20](=[O:26])[O:21][C:22]([CH3:24])([CH3:25])[CH3:23])[CH:12]=[CH:13][CH:14]=2)=[N:6][CH:7]=1, predict the reactants needed to synthesize it. The reactants are: [Cl:1][C:2]1[C:3]([C:28]2[C:36]3[C:31](=[CH:32][CH:33]=[CH:34][CH:35]=3)[N:30](S(C3C=CC=CC=3)(=O)=O)[CH:29]=2)=[N:4][C:5]([NH:8][C:9]2[CH:10]=[C:11]([NH:15][C:16](=[O:27])[CH2:17][CH2:18][NH:19][C:20](=[O:26])[O:21][C:22]([CH3:25])([CH3:24])[CH3:23])[CH:12]=[CH:13][CH:14]=2)=[N:6][CH:7]=1.[OH-].[Na+].[NH4+].[Cl-]. (2) Given the product [Cl:35][CH:18]([C:16]1[CH:17]=[C:12]2[N:11]=[C:10]([C:5]3[CH:6]=[CH:7][CH:8]=[CH:9][C:4]=3[S:3][CH2:1][CH3:2])[N:24]([CH3:25])[C:13]2=[N:14][CH:15]=1)[C:19]([F:22])([F:21])[F:20], predict the reactants needed to synthesize it. The reactants are: [CH2:1]([S:3][C:4]1[CH:9]=[CH:8][CH:7]=[CH:6][C:5]=1[C:10]1[N:24]([CH3:25])[C:13]2=[N:14][CH:15]=[C:16]([CH:18](O)[C:19]([F:22])([F:21])[F:20])[CH:17]=[C:12]2[N:11]=1)[CH3:2].C1(C)C=CC=CC=1.S(Cl)([Cl:35])=O.C(=O)([O-])O.[Na+]. (3) Given the product [Cl:12][C:8]1[C:7]([CH2:13][CH3:14])=[C:6]([OH:5])[CH:11]=[CH:10][CH:9]=1, predict the reactants needed to synthesize it. The reactants are: C(N(CC)C(=O)[O:5][C:6]1[CH:11]=[CH:10][CH:9]=[C:8]([Cl:12])[C:7]=1[CH2:13][CH3:14])C.[OH-].[Na+]. (4) Given the product [C:1]([O:6][CH2:7][CH3:8])(=[O:5])[CH:2]([CH3:4])[OH:3].[C:1]([OH:6])(=[O:5])[CH:2]([CH3:4])[OH:3], predict the reactants needed to synthesize it. The reactants are: [C:1]([O:6][CH2:7][CH3:8])(=[O:5])[CH:2]([CH3:4])[OH:3]. (5) Given the product [CH2:1]([N:8]1[CH2:12][C@H:11]([C:13]2[CH:14]=[CH:15][C:16]([Cl:19])=[CH:17][CH:18]=2)[C@@H:10]([C@@H:20]([O:22][C:26]2[CH:31]=[CH:30][C:29]([C:32]([F:35])([F:34])[F:33])=[CH:28][N:27]=2)[CH3:21])[CH2:9]1)[C:2]1[CH:3]=[CH:4][CH:5]=[CH:6][CH:7]=1, predict the reactants needed to synthesize it. The reactants are: [CH2:1]([N:8]1[CH2:12][C@H:11]([C:13]2[CH:18]=[CH:17][C:16]([Cl:19])=[CH:15][CH:14]=2)[C@@H:10]([C@@H:20]([OH:22])[CH3:21])[CH2:9]1)[C:2]1[CH:7]=[CH:6][CH:5]=[CH:4][CH:3]=1.[H-].[Na+].Cl[C:26]1[CH:31]=[CH:30][C:29]([C:32]([F:35])([F:34])[F:33])=[CH:28][N:27]=1.